From a dataset of Full USPTO retrosynthesis dataset with 1.9M reactions from patents (1976-2016). Predict the reactants needed to synthesize the given product. (1) Given the product [NH2:3][C:4]1([CH:5]([OH:12])[C:6]([NH:8][CH:9]2[CH2:10][CH2:11]2)=[O:7])[CH2:14][CH2:13]1, predict the reactants needed to synthesize it. The reactants are: Cl.Cl.[NH2:3][C@@H:4]([CH2:13][CH3:14])[C@H:5]([OH:12])[C:6]([NH:8][CH:9]1[CH2:11][CH2:10]1)=[O:7].C(C1(NC(=O)OC(C)(C)C)CC1)=O. (2) Given the product [NH2:1][C@H:4]1[C@@H:9]([CH3:10])[CH2:8][C@@H:7]([C:11]2[CH:16]=[CH:15][N:14]=[CH:13][C:12]=2[NH:17][C:18](=[O:34])[C:19]2[CH:24]=[CH:23][C:22]([F:25])=[C:21]([C:26]3[C:27]([F:33])=[CH:28][CH:29]=[CH:30][C:31]=3[F:32])[N:20]=2)[CH2:6][C@H:5]1[NH:35][C:36](=[O:42])[O:37][C:38]([CH3:41])([CH3:40])[CH3:39], predict the reactants needed to synthesize it. The reactants are: [N:1]([C@H:4]1[C@@H:9]([CH3:10])[CH2:8][C@@H:7]([C:11]2[CH:16]=[CH:15][N:14]=[CH:13][C:12]=2[NH:17][C:18](=[O:34])[C:19]2[CH:24]=[CH:23][C:22]([F:25])=[C:21]([C:26]3[C:31]([F:32])=[CH:30][CH:29]=[CH:28][C:27]=3[F:33])[N:20]=2)[CH2:6][C@H:5]1[NH:35][C:36](=[O:42])[O:37][C:38]([CH3:41])([CH3:40])[CH3:39])=[N+]=[N-]. (3) Given the product [CH3:63][N:36]([CH3:35])[C:37]1[N:42]=[CH:41][C:40]([C:43]2[N:44]=[C:45]([CH2:60][CH3:61])[C:46]([NH:51][C@H:52]3[C@@H:56]([O:57][CH2:58][CH3:59])[CH2:55][N:54]([C:9]4[N:14]=[CH:13][CH:12]=[CH:11][N:10]=4)[CH2:53]3)=[N:47][C:48]=2[CH2:49][CH3:50])=[C:39]([CH3:62])[CH:38]=1, predict the reactants needed to synthesize it. The reactants are: C(O[C@H]1CN([C:9]2[N:14]=[CH:13][CH:12]=[CH:11][N:10]=2)C[C@H]1NC1C(CC)=NC(C2C(C)=NC(OC)=CC=2)=C(CC)N=1)C.[CH3:35][N:36]([CH3:63])[C:37]1[N:42]=[CH:41][C:40]([C:43]2[N:44]=[C:45]([CH2:60][CH3:61])[C:46]([NH:51][C@H:52]3[C@@H:56]([O:57][CH2:58][CH3:59])[CH2:55][NH:54][CH2:53]3)=[N:47][C:48]=2[CH2:49][CH3:50])=[C:39]([CH3:62])[CH:38]=1. (4) Given the product [C:1]([C:5]1[O:9][N:8]=[C:7]([NH:10][C:11]([NH:13][C:14]2[CH:19]=[CH:18][CH:17]=[C:16]([O:20][C:22]3[C:31]4[C:26](=[CH:27][C:28]([O:34][CH2:35][CH2:36][O:37][CH3:38])=[C:29]([O:32][CH3:33])[CH:30]=4)[N:25]=[CH:24][N:23]=3)[CH:15]=2)=[O:12])[CH:6]=1)([CH3:4])([CH3:2])[CH3:3], predict the reactants needed to synthesize it. The reactants are: [C:1]([C:5]1[O:9][N:8]=[C:7]([NH:10][C:11]([NH:13][C:14]2[CH:19]=[CH:18][CH:17]=[C:16]([OH:20])[CH:15]=2)=[O:12])[CH:6]=1)([CH3:4])([CH3:3])[CH3:2].Cl[C:22]1[C:31]2[C:26](=[CH:27][C:28]([O:34][CH2:35][CH2:36][O:37][CH3:38])=[C:29]([O:32][CH3:33])[CH:30]=2)[N:25]=[CH:24][N:23]=1.C([O-])([O-])=O.[Cs+].[Cs+]. (5) Given the product [NH2:64][S:65]([C:68]1[CH:69]=[C:70]([CH:74]=[CH:75][CH:76]=1)[C:71]([NH:54][CH2:53][C:49]1[CH:48]=[C:47]([C:43]2[CH:44]=[CH:45][CH:46]=[C:41]([CH2:40][N:34]3[CH2:39][CH2:38][NH:37][CH2:36][CH2:35]3)[CH:42]=2)[CH:52]=[CH:51][CH:50]=1)=[O:72])(=[O:66])=[O:67], predict the reactants needed to synthesize it. The reactants are: C1CN([P+](ON2N=NC3C=CC=CC2=3)(N2CCCC2)N2CCCC2)CC1.F[P-](F)(F)(F)(F)F.[N:34]1([CH2:40][C:41]2[CH:42]=[C:43]([C:47]3[CH:52]=[CH:51][CH:50]=[C:49]([CH2:53][NH2:54])[CH:48]=3)[CH:44]=[CH:45][CH:46]=2)[CH2:39][CH2:38][NH:37][CH2:36][CH2:35]1.CCN(C(C)C)C(C)C.[NH2:64][S:65]([C:68]1[CH:69]=[C:70]([CH:74]=[CH:75][CH:76]=1)[C:71](O)=[O:72])(=[O:67])=[O:66]. (6) Given the product [N+:1]1([O-:2])[C:4]2[CH:12]=[C:8]3[CH2:9][CH2:10][O:11][C:7]3=[CH:6][C:5]=2[N:13]=[C:15]([NH2:16])[N:14]=1, predict the reactants needed to synthesize it. The reactants are: [N+:1]([C:4]1[C:5]([NH2:13])=[CH:6][C:7]2[O:11][CH2:10][CH2:9][C:8]=2[CH:12]=1)([O-])=[O:2].[N:14]#[C:15][NH2:16].[CH]Cl.[OH-].[Na+]. (7) Given the product [OH:13][CH:15]([CH2:16][CH2:17][CH2:18][CH3:19])[CH2:14][O:6][C:5]1[C@@H:7]([C@H:9]([CH2:11][OH:12])[OH:10])[O:8][C:2](=[O:1])[C:3]=1[OH:4], predict the reactants needed to synthesize it. The reactants are: [O:1]=[C:2]1[O:8][C@H:7]([C@H:9]([CH2:11][OH:12])[OH:10])[C:5]([OH:6])=[C:3]1[OH:4].[O:13]1[CH:15]([CH2:16][CH2:17][CH2:18][CH3:19])[CH2:14]1. (8) Given the product [F:16][C:10]1[CH:11]=[C:12]([I:15])[CH:13]=[CH:14][C:9]=1[NH:8][C:7]1[C:2]([NH:1][S:28]([CH2:27][CH2:26][CH:24]2[CH2:25][O:22][CH2:23]2)(=[O:30])=[O:29])=[C:3]2[O:21][CH2:20][CH2:19][N:4]2[C:5](=[O:18])[C:6]=1[CH3:17], predict the reactants needed to synthesize it. The reactants are: [NH2:1][C:2]1[C:7]([NH:8][C:9]2[CH:14]=[CH:13][C:12]([I:15])=[CH:11][C:10]=2[F:16])=[C:6]([CH3:17])[C:5](=[O:18])[N:4]2[CH2:19][CH2:20][O:21][C:3]=12.[O:22]1[CH2:25][CH:24]([CH2:26][CH2:27][S:28](Cl)(=[O:30])=[O:29])[CH2:23]1. (9) The reactants are: [CH2:1]([C:4]1[C:8]([CH2:9][CH2:10][CH2:11][OH:12])=[CH:7][N:6]([C:13]2[CH:18]=[CH:17][C:16]([C:19]([F:22])([F:21])[F:20])=[CH:15][N:14]=2)[N:5]=1)[CH2:2][CH3:3].O[C:24]1[CH:29]=[CH:28][C:27]([CH2:30][C:31]([O:33]C)=[O:32])=[C:26]([O:35][CH3:36])[CH:25]=1.C(P(CCCC)CCCC)CCC.N(C(N1CCCCC1)=O)=NC(N1CCCCC1)=O. Given the product [CH3:36][O:35][C:26]1[CH:25]=[C:24]([O:12][CH2:11][CH2:10][CH2:9][C:8]2[C:4]([CH2:1][CH2:2][CH3:3])=[N:5][N:6]([C:13]3[CH:18]=[CH:17][C:16]([C:19]([F:21])([F:20])[F:22])=[CH:15][N:14]=3)[CH:7]=2)[CH:29]=[CH:28][C:27]=1[CH2:30][C:31]([OH:33])=[O:32], predict the reactants needed to synthesize it. (10) The reactants are: [CH2:1]([C@H:8]1[CH2:13][NH:12][CH2:11][CH2:10][NH:9]1)[C:2]1[CH:7]=[CH:6][CH:5]=[CH:4][CH:3]=1.C(N(CC)CC)C.Cl[C:22]1[N:27]([CH3:28])[C:26](=[O:29])[CH:25]=[C:24]([C:30]2[CH:35]=[CH:34][N:33]=[CH:32][CH:31]=2)[N:23]=1. Given the product [CH2:1]([C@@H:8]1[NH:9][CH2:10][CH2:11][N:12]([C:22]2[N:27]([CH3:28])[C:26](=[O:29])[CH:25]=[C:24]([C:30]3[CH:31]=[CH:32][N:33]=[CH:34][CH:35]=3)[N:23]=2)[CH2:13]1)[C:2]1[CH:7]=[CH:6][CH:5]=[CH:4][CH:3]=1, predict the reactants needed to synthesize it.